Dataset: Reaction yield outcomes from USPTO patents with 853,638 reactions. Task: Predict the reaction yield, written as a fraction of the theoretical maximum amount of product (1.0 means a 100% yield; for example, 0.34 means a 34% yield). (1) The reactants are [CH3:1][O:2][CH2:3][CH2:4][O:5][C:6]1[CH:7]=[C:8]2[C:12](=[CH:13][CH:14]=1)[NH:11][CH:10]=[CH:9]2.[CH2:15]=O.Cl.[CH3:18][NH:19][CH3:20]. The catalyst is C(O)(=O)C. The product is [CH3:1][O:2][CH2:3][CH2:4][O:5][C:6]1[CH:7]=[C:8]2[C:12](=[CH:13][CH:14]=1)[N:11]([CH2:18][N:19]([CH3:15])[CH3:20])[CH:10]=[CH:9]2. The yield is 0.900. (2) The reactants are [CH3:1][NH:2][CH:3]1[CH2:16][C:15]2[C:6]([CH3:25])([CH:7]3[CH:12]([CH2:13][CH:14]=2)[CH:11]2[CH2:17][CH2:18][CH:19]4[CH:20]([CH3:24])[N:21]([CH3:23])[CH2:22][C:10]24[CH2:9][CH2:8]3)[CH2:5][CH2:4]1.[C:26]([N:33]([CH3:41])[C@@H:34]([C:38]([OH:40])=O)[CH:35]([CH3:37])[CH3:36])([O:28][C:29]([CH3:32])([CH3:31])[CH3:30])=[O:27].Cl.CN(C)CCCN=C=NCC.ON1C2C=CC=CC=2N=N1. The catalyst is C1COCC1.ClCCl. The product is [C:29]([O:28][C:26](=[O:27])[N:33]([CH3:41])[CH:34]([C:38](=[O:40])[N:2]([CH3:1])[CH:3]1[CH2:16][C:15]2[C:6]([CH3:25])([CH:7]3[CH:12]([CH2:13][CH:14]=2)[CH:11]2[CH2:17][CH2:18][CH:19]4[CH:20]([CH3:24])[N:21]([CH3:23])[CH2:22][C:10]24[CH2:9][CH2:8]3)[CH2:5][CH2:4]1)[CH:35]([CH3:36])[CH3:37])([CH3:30])([CH3:31])[CH3:32]. The yield is 0.720. (3) The reactants are [C:1]([OH:14])(=[O:13])/[CH:2]=[CH:3]/[C:4]1[CH:12]=[CH:11][C:9]([OH:10])=[C:6]([O:7][CH3:8])[CH:5]=1.[C:15]1(P([C:16]2[CH:15]=CC=[CH:18][CH:17]=2)[C:16]2[CH:15]=CC=[CH:18][CH:17]=2)C=C[CH:18]=[CH:17][CH:16]=1.[Br:34]C(Br)(Br)Br. The catalyst is O1CCCC1. The product is [Br:34][CH2:18][CH2:17][CH2:16][CH2:15][O:13][C:1](=[O:14])/[CH:2]=[CH:3]/[C:4]1[CH:12]=[CH:11][C:9]([OH:10])=[C:6]([O:7][CH3:8])[CH:5]=1. The yield is 0.460. (4) The reactants are [CH3:1][N:2]1[CH2:7][CH2:6][C:5]([C:10]2[CH:15]=[CH:14][N:13]=[CH:12][CH:11]=2)([C:8]#[N:9])[CH2:4][CH2:3]1.[H-].[Al+3].[Li+].[H-].[H-].[H-]. The catalyst is O1CCCC1. The product is [CH3:1][N:2]1[CH2:7][CH2:6][C:5]([CH2:8][NH2:9])([C:10]2[CH:11]=[CH:12][N:13]=[CH:14][CH:15]=2)[CH2:4][CH2:3]1. The yield is 0.590. (5) The reactants are [Cl:1][C:2]1[S:6][C:5]([C:7](=[O:15])[CH2:8][C:9]2[CH:14]=[CH:13][N:12]=[CH:11][CH:10]=2)=[CH:4][CH:3]=1.CO[CH:18](OC)[N:19]([CH3:21])[CH3:20]. The catalyst is CN(C)C=O. The product is [Cl:1][C:2]1[S:6][C:5]([C:7](=[O:15])[C:8]([C:9]2[CH:14]=[CH:13][N:12]=[CH:11][CH:10]=2)=[CH:18][N:19]([CH3:21])[CH3:20])=[CH:4][CH:3]=1. The yield is 0.510. (6) The reactants are Br[C:2]1[C:3]([C:16]2[CH:21]=[CH:20][CH:19]=[CH:18][CH:17]=2)=[N:4][C:5]2[C:10]([N:11]=1)=[CH:9][C:8]([C:12]([O:14]C)=[O:13])=[CH:7][CH:6]=2.[N:22]1[CH:27]=[CH:26][C:25](B(O)O)=[CH:24][CH:23]=1. No catalyst specified. The product is [C:16]1([C:3]2[C:2]([C:25]3[CH:26]=[CH:27][N:22]=[CH:23][CH:24]=3)=[N:11][C:10]3[C:5](=[CH:6][CH:7]=[C:8]([C:12]([OH:14])=[O:13])[CH:9]=3)[N:4]=2)[CH:21]=[CH:20][CH:19]=[CH:18][CH:17]=1. The yield is 0.300. (7) The reactants are [Br:1][C:2]1[CH:7]=[CH:6][C:5]([O:8][CH3:9])=[CH:4][C:3]=1[NH2:10].[CH3:11][C:12]1([CH3:20])[O:17][C:16](=[O:18])[CH2:15][C:14](=[O:19])[O:13]1.[CH:21](OCC)(OCC)OCC. The catalyst is C(O)C. The product is [Br:1][C:2]1[CH:7]=[CH:6][C:5]([O:8][CH3:9])=[CH:4][C:3]=1[NH:10][CH:21]=[C:15]1[C:16](=[O:18])[O:17][C:12]([CH3:20])([CH3:11])[O:13][C:14]1=[O:19]. The yield is 0.910.